From a dataset of Forward reaction prediction with 1.9M reactions from USPTO patents (1976-2016). Predict the product of the given reaction. (1) Given the reactants [F:1][C:2]1[CH:7]=[CH:6][C:5]([N:8]2[CH:12]=[CH:11][CH:10]=[CH:9]2)=[CH:4][CH:3]=1.P(Cl)(Cl)(Cl)=O.[C:18](=O)([O-])[O-:19].[K+].[K+], predict the reaction product. The product is: [F:1][C:2]1[CH:3]=[CH:4][C:5]([N:8]2[CH:12]=[CH:11][CH:10]=[C:9]2[CH:18]=[O:19])=[CH:6][CH:7]=1. (2) Given the reactants Br[C:2]1[CH:7]=[CH:6][C:5]([C:8]2([C:11]#[N:12])[CH2:10][CH2:9]2)=[CH:4][C:3]=1[F:13].C([O-])(=O)C.[K+].[B:19]1([B:19]2[O:23][C:22]([CH3:25])([CH3:24])[C:21]([CH3:27])([CH3:26])[O:20]2)[O:23][C:22]([CH3:25])([CH3:24])[C:21]([CH3:27])([CH3:26])[O:20]1, predict the reaction product. The product is: [F:13][C:3]1[CH:4]=[C:5]([C:8]2([C:11]#[N:12])[CH2:10][CH2:9]2)[CH:6]=[CH:7][C:2]=1[B:19]1[O:23][C:22]([CH3:25])([CH3:24])[C:21]([CH3:27])([CH3:26])[O:20]1. (3) Given the reactants [CH3:1][O:2][C:3]1[CH:11]=[CH:10][C:9]([C:12]([CH3:15])([CH3:14])[CH3:13])=[CH:8][C:4]=1[C:5]([OH:7])=[O:6].[N+:16]([O-])([OH:18])=[O:17], predict the reaction product. The product is: [C:12]([C:9]1[CH:10]=[C:11]([N+:16]([O-:18])=[O:17])[C:3]([O:2][CH3:1])=[C:4]([CH:8]=1)[C:5]([OH:7])=[O:6])([CH3:15])([CH3:14])[CH3:13]. (4) Given the reactants Cl.[NH2:2][C@H:3]([C:8]([O:10][CH3:11])=[O:9])[CH2:4][CH2:5][S:6][CH3:7].C(N(CC)CC)C.[F:19][C:20]1[CH:30]=[CH:29][CH:28]=[CH:27][C:21]=1[CH:22]=[CH:23][C:24](O)=[O:25].CCN=C=NCCCN(C)C.Cl, predict the reaction product. The product is: [F:19][C:20]1[CH:30]=[CH:29][CH:28]=[CH:27][C:21]=1[CH:22]=[CH:23][C:24]([NH:2][C@H:3]([C:8]([O:10][CH3:11])=[O:9])[CH2:4][CH2:5][S:6][CH3:7])=[O:25]. (5) Given the reactants [Br:1][C:2]1[CH:3]=[C:4]2[C:8](=[C:9]([C:11]([OH:13])=O)[CH:10]=1)[NH:7][CH:6]=[C:5]2[CH:14]1[CH2:19][CH2:18][S:17](=[O:21])(=[O:20])[CH:16]([C:22]2[CH:27]=[CH:26][CH:25]=[CH:24][CH:23]=2)[CH2:15]1.O[N:29]1C2C=CC=CC=2N=N1.C(N=C=NCCCN(C)C)C.N, predict the reaction product. The product is: [Br:1][C:2]1[CH:3]=[C:4]2[C:8](=[C:9]([C:11]([NH2:29])=[O:13])[CH:10]=1)[NH:7][CH:6]=[C:5]2[CH:14]1[CH2:19][CH2:18][S:17](=[O:21])(=[O:20])[CH:16]([C:22]2[CH:27]=[CH:26][CH:25]=[CH:24][CH:23]=2)[CH2:15]1. (6) Given the reactants C(N(CC)CC)C.[CH2:8]([O:15][C:16]([NH:18][C@H:19]1[CH2:24][CH2:23][CH2:22][NH:21][CH2:20]1)=[O:17])[C:9]1[CH:14]=[CH:13][CH:12]=[CH:11][CH:10]=1.CS(C)=O.[C:29]([C:33]1[O:34][C:35]2[C:36](=[C:38]([C:50]#[N:51])[C:39]([CH3:49])=[C:40]([C:43]3[CH:48]=[CH:47][CH:46]=[CH:45][CH:44]=3)[C:41]=2F)[N:37]=1)([CH3:32])([CH3:31])[CH3:30], predict the reaction product. The product is: [CH2:8]([O:15][C:16]([NH:18][C@H:19]1[CH2:24][CH2:23][CH2:22][N:21]([C:41]2[C:40]([C:43]3[CH:44]=[CH:45][CH:46]=[CH:47][CH:48]=3)=[C:39]([CH3:49])[C:38]([C:50]#[N:51])=[C:36]3[C:35]=2[O:34][C:33]([C:29]([CH3:32])([CH3:30])[CH3:31])=[N:37]3)[CH2:20]1)=[O:17])[C:9]1[CH:10]=[CH:11][CH:12]=[CH:13][CH:14]=1. (7) Given the reactants [CH2:1]([O:8][C:9]([N:11]1[CH:17]([C:18](=O)[NH:19][C:20]2[CH:25]=[C:24]([Br:26])[CH:23]=[CH:22][C:21]=2[NH2:27])[CH2:16][C:13]2([CH2:15][CH2:14]2)[CH2:12]1)=[O:10])[C:2]1[CH:7]=[CH:6][CH:5]=[CH:4][CH:3]=1.C(OC(N1C(C(=O)NC2C=CC(Br)=CC=2N)CC2(CC2)C1)=O)C1C=CC=CC=1, predict the reaction product. The product is: [CH2:1]([O:8][C:9]([N:11]1[CH:17]([C:18]2[NH:19][C:20]3[CH:25]=[C:24]([Br:26])[CH:23]=[CH:22][C:21]=3[N:27]=2)[CH2:16][C:13]2([CH2:15][CH2:14]2)[CH2:12]1)=[O:10])[C:2]1[CH:7]=[CH:6][CH:5]=[CH:4][CH:3]=1.